From a dataset of Full USPTO retrosynthesis dataset with 1.9M reactions from patents (1976-2016). Predict the reactants needed to synthesize the given product. (1) The reactants are: Cl.[O:2]1[C:6]2([CH2:11][CH2:10][CH:9]([CH:12]([NH2:15])[CH2:13][CH3:14])[CH2:8][CH2:7]2)[O:5][CH2:4][CH2:3]1.[C:16]([S:20](O[S:20]([C:16]([F:19])([F:18])[F:17])(=[O:22])=[O:21])(=[O:22])=[O:21])([F:19])([F:18])[F:17]. Given the product [O:2]1[C:6]2([CH2:11][CH2:10][CH:9]([CH:12]([NH:15][S:20]([C:16]([F:19])([F:18])[F:17])(=[O:22])=[O:21])[CH2:13][CH3:14])[CH2:8][CH2:7]2)[O:5][CH2:4][CH2:3]1, predict the reactants needed to synthesize it. (2) Given the product [N+:1]([C:4]1[CH:5]=[C:6]([C:7]([N:20]2[CH2:21][CH2:22][N:17]([CH3:16])[CH2:18][CH2:19]2)=[O:9])[CH:10]=[CH:11][C:12]=1[N+:13]([O-:15])=[O:14])([O-:3])=[O:2], predict the reactants needed to synthesize it. The reactants are: [N+:1]([C:4]1[CH:5]=[C:6]([CH:10]=[CH:11][C:12]=1[N+:13]([O-:15])=[O:14])[C:7]([OH:9])=O)([O-:3])=[O:2].[CH3:16][N:17]1[CH2:22][CH2:21][NH:20][CH2:19][CH2:18]1.CCN(CC)CC.O.